This data is from Forward reaction prediction with 1.9M reactions from USPTO patents (1976-2016). The task is: Predict the product of the given reaction. (1) Given the reactants [NH2:1][C:2]1[N:11]=[C:10]([OH:12])[C:9]2[C:4](=[N:5][CH:6]=[C:7]([CH2:13][NH:14][C:15]3[CH:55]=[CH:54][C:18]([C:19]([NH:21][C@H:22]([C:47]([O:49]C(C)(C)C)=[O:48])[CH2:23][CH2:24][C:25](=[O:46])[NH:26][CH2:27][CH2:28][O:29][CH2:30][CH2:31][O:32][CH2:33][CH2:34][O:35][CH2:36][CH2:37][NH:38]C(=O)OC(C)(C)C)=[O:20])=[CH:17][CH:16]=3)[N:8]=2)[N:3]=1, predict the reaction product. The product is: [NH2:38][CH2:37][CH2:36][O:35][CH2:34][CH2:33][O:32][CH2:31][CH2:30][O:29][CH2:28][CH2:27][NH:26][C:25](=[O:46])[CH2:24][CH2:23][C@H:22]([NH:21][C:19](=[O:20])[C:18]1[CH:54]=[CH:55][C:15]([NH:14][CH2:13][C:7]2[N:8]=[C:9]3[C:4](=[N:5][CH:6]=2)[N:3]=[C:2]([NH2:1])[N:11]=[C:10]3[OH:12])=[CH:16][CH:17]=1)[C:47]([OH:49])=[O:48]. (2) The product is: [CH3:21][O:22][C:2]1[C:11]2[C:6](=[C:7]([O:12][CH3:13])[CH:8]=[CH:9][CH:10]=2)[CH:5]=[C:4]([NH:14][C:15]2[CH:19]=[C:18]([CH3:20])[NH:17][N:16]=2)[N:3]=1. Given the reactants Cl[C:2]1[C:11]2[C:6](=[C:7]([O:12][CH3:13])[CH:8]=[CH:9][CH:10]=2)[CH:5]=[C:4]([NH:14][C:15]2[CH:19]=[C:18]([CH3:20])[NH:17][N:16]=2)[N:3]=1.[CH3:21][OH:22], predict the reaction product. (3) Given the reactants [I:1][C:2]1[C:7]([CH3:8])=[CH:6][N:5]=[C:4]([N:9](C(OC)=O)[C:10]([O:12][CH3:13])=[O:11])[CH:3]=1.[OH-].[Na+], predict the reaction product. The product is: [I:1][C:2]1[C:7]([CH3:8])=[CH:6][N:5]=[C:4]([NH:9][C:10](=[O:11])[O:12][CH3:13])[CH:3]=1. (4) Given the reactants [F:1][C:2]1[CH:3]=[C:4]([NH:9][C:10]([NH:12][C:13](=[O:22])[CH2:14][C:15]2[CH:20]=[CH:19][C:18]([F:21])=[CH:17][CH:16]=2)=[S:11])[CH:5]=[CH:6][C:7]=1[OH:8].Cl[C:24]1[C:25]2[S:32][CH:31]=[C:30]([CH3:33])[C:26]=2[N:27]=[CH:28][N:29]=1.N12CCN(CC1)CC2, predict the reaction product. The product is: [F:1][C:2]1[CH:3]=[C:4]([NH:9][C:10]([NH:12][C:13](=[O:22])[CH2:14][C:15]2[CH:16]=[CH:17][C:18]([F:21])=[CH:19][CH:20]=2)=[S:11])[CH:5]=[CH:6][C:7]=1[O:8][C:24]1[CH:25]2[S:32][CH:31]=[C:30]([CH3:33])[CH:26]2[N:27]=[CH:28][N:29]=1. (5) Given the reactants Cl.[CH3:2][O:3][C:4](=[O:8])[C@H:5]([CH3:7])[NH2:6].C(=O)(O)[O-].[Na+].[Cl:14][CH2:15][C:16](Cl)=[O:17], predict the reaction product. The product is: [Cl:14][CH2:15][C:16]([NH:6][CH:5]([CH3:7])[C:4]([O:3][CH3:2])=[O:8])=[O:17].